Task: Regression. Given a peptide amino acid sequence and an MHC pseudo amino acid sequence, predict their binding affinity value. This is MHC class II binding data.. Dataset: Peptide-MHC class II binding affinity with 134,281 pairs from IEDB (1) The peptide sequence is DVNAGFKAAVAAAAN. The MHC is HLA-DQA10301-DQB10302 with pseudo-sequence HLA-DQA10301-DQB10302. The binding affinity (normalized) is 0.283. (2) The peptide sequence is LPWTSGATTETPTWN. The MHC is DRB1_0405 with pseudo-sequence DRB1_0405. The binding affinity (normalized) is 0.265.